From a dataset of Forward reaction prediction with 1.9M reactions from USPTO patents (1976-2016). Predict the product of the given reaction. Given the reactants Cl[CH2:2][C:3]1[CH:22]=[CH:21][C:6]([O:7][CH2:8][C:9]2[N:10]=[C:11]([C:15]3[CH:20]=[CH:19][CH:18]=[CH:17][CH:16]=3)[O:12][C:13]=2[CH3:14])=[CH:5][CH:4]=1.[OH:23][C:24]1[CH:37]=[C:36]([OH:38])[CH:35]=[CH:34][C:25]=1[C:26]([C:28]1[CH:33]=[CH:32][CH:31]=[CH:30][CH:29]=1)=[O:27].C(=O)([O-])[O-].[K+].[K+].CC(C)=O, predict the reaction product. The product is: [C:26]([C:25]1[CH:34]=[CH:35][C:36]([O:38][CH2:2][C:3]2[CH:22]=[CH:21][C:6]([O:7][CH2:8][C:9]3[N:10]=[C:11]([C:15]4[CH:20]=[CH:19][CH:18]=[CH:17][CH:16]=4)[O:12][C:13]=3[CH3:14])=[CH:5][CH:4]=2)=[CH:37][C:24]=1[OH:23])(=[O:27])[C:28]1[CH:29]=[CH:30][CH:31]=[CH:32][CH:33]=1.